Dataset: Catalyst prediction with 721,799 reactions and 888 catalyst types from USPTO. Task: Predict which catalyst facilitates the given reaction. (1) Reactant: [NH:1]1[C:9]2[C:4](=[CH:5][CH:6]=[C:7]([NH:10][C:11](=[O:25])[C:12]3[CH:17]=[CH:16][C:15](/[CH:18]=[CH:19]/[C:20]([F:23])([F:22])[F:21])=[CH:14][C:13]=3[CH3:24])[CH:8]=2)[CH2:3][CH2:2]1.C(N(CC)C(C)C)(C)C.[CH2:35]([O:42][CH2:43][C:44](Cl)=[O:45])[C:36]1[CH:41]=[CH:40][CH:39]=[CH:38][CH:37]=1. Product: [CH2:35]([O:42][CH2:43][C:44]([N:1]1[C:9]2[C:4](=[CH:5][CH:6]=[C:7]([NH:10][C:11](=[O:25])[C:12]3[CH:17]=[CH:16][C:15](/[CH:18]=[CH:19]/[C:20]([F:21])([F:23])[F:22])=[CH:14][C:13]=3[CH3:24])[CH:8]=2)[CH2:3][CH2:2]1)=[O:45])[C:36]1[CH:41]=[CH:40][CH:39]=[CH:38][CH:37]=1. The catalyst class is: 2. (2) Reactant: [Cl:1][C:2]1[C:3]([O:16][C:17]2[CH:18]=[N:19][C:20]([CH:28]3[CH2:30][CH2:29]3)=[C:21]([O:23][C:24]([F:27])([F:26])[CH3:25])[CH:22]=2)=[CH:4][C:5]([F:15])=[C:6]([CH:14]=1)[C:7]([O:9]C(C)(C)C)=[O:8].FC(F)(F)C(O)=O. Product: [Cl:1][C:2]1[C:3]([O:16][C:17]2[CH:18]=[N:19][C:20]([CH:28]3[CH2:30][CH2:29]3)=[C:21]([O:23][C:24]([F:27])([F:26])[CH3:25])[CH:22]=2)=[CH:4][C:5]([F:15])=[C:6]([CH:14]=1)[C:7]([OH:9])=[O:8]. The catalyst class is: 4. (3) Reactant: CN(C(ON1N=[N:16][C:11]2C=[CH:13][CH:14]=[N:15][C:10]1=2)=[N+](C)C)C.F[P-](F)(F)(F)(F)F.[Cl:25][C:26]1[C:27]([C:47]2[N:51]3[CH:52]=[CH:53][CH:54]=[C:55]([F:56])[C:50]3=[N:49][CH:48]=2)=[N:28][C:29]([NH:32][C:33]2[CH:38]=[CH:37][C:36]([N:39]([CH3:44])[CH2:40][C:41]([O-])=[O:42])=[CH:35][C:34]=2[O:45][CH3:46])=[N:30][CH:31]=1.[Na+].N1(C(OC(C)(C)C)=O)CCNCC1.C(N(C(C)C)C(C)C)C. Product: [Cl:25][C:26]1[C:27]([C:47]2[N:51]3[CH:52]=[CH:53][CH:54]=[C:55]([F:56])[C:50]3=[N:49][CH:48]=2)=[N:28][C:29]([NH:32][C:33]2[CH:38]=[CH:37][C:36]([N:39]([CH2:40][C:41]([N:15]3[CH2:10][CH2:11][NH:16][CH2:13][CH2:14]3)=[O:42])[CH3:44])=[CH:35][C:34]=2[O:45][CH3:46])=[N:30][CH:31]=1. The catalyst class is: 3. (4) Reactant: [N:1]1[C:10]2[C:5](=[CH:6][CH:7]=[CH:8][CH:9]=2)[CH:4]=[CH:3][C:2]=1/[CH:11]=[CH:12]/[C:13]([OH:15])=[O:14].[CH3:16]O. Product: [N:1]1[C:10]2[C:5](=[CH:6][CH:7]=[CH:8][CH:9]=2)[CH:4]=[CH:3][C:2]=1[CH2:11][CH2:12][C:13]([O:15][CH3:16])=[O:14]. The catalyst class is: 45. (5) Reactant: [OH-:1].[Na+].N[C:4](=[O:28])[CH2:5][C@H:6]1[C@H:12]([C:13]2[CH:18]=[CH:17][C:16]([Cl:19])=[C:15]([Cl:20])[CH:14]=2)[O:11][CH2:10][CH2:9][N:8]([C:21]([O:23][C:24]([CH3:27])([CH3:26])[CH3:25])=[O:22])[CH2:7]1.Cl. Product: [C:24]([O:23][C:21]([N:8]1[CH2:7][C@@H:6]([CH2:5][C:4]([OH:28])=[O:1])[C@H:12]([C:13]2[CH:18]=[CH:17][C:16]([Cl:19])=[C:15]([Cl:20])[CH:14]=2)[O:11][CH2:10][CH2:9]1)=[O:22])([CH3:27])([CH3:26])[CH3:25]. The catalyst class is: 51. (6) Product: [Cl:42][C:39]1[CH:40]=[CH:41][C:36](/[CH:35]=[CH:34]/[C:31]2[O:32][CH:33]=[C:29]([CH2:28][O:24][C:21]3[CH:20]=[CH:19][C:18]([CH2:17][CH2:16][CH2:15][CH2:14][N:10]4[CH:11]=[CH:12][N:13]=[C:9]4[CH2:8][CH2:7][OH:6])=[CH:23][CH:22]=3)[N:30]=2)=[CH:37][CH:38]=1. The catalyst class is: 6. Reactant: CN(C=O)C.[OH:6][CH2:7][CH2:8][C:9]1[N:10]([CH2:14][CH2:15][CH2:16][CH2:17][C:18]2[CH:23]=[CH:22][C:21]([OH:24])=[CH:20][CH:19]=2)[CH:11]=[CH:12][N:13]=1.[H-].[Na+].Cl[CH2:28][C:29]1[N:30]=[C:31](/[CH:34]=[CH:35]/[C:36]2[CH:41]=[CH:40][C:39]([Cl:42])=[CH:38][CH:37]=2)[O:32][CH:33]=1. (7) The catalyst class is: 48. Product: [Cl:15][CH2:11][C:7]1[CH:6]=[C:5]2[C:10](=[CH:9][CH:8]=1)[N:1]=[CH:2][CH:3]=[CH:4]2. Reactant: [N:1]1[C:10]2[C:5](=[CH:6][C:7]([CH2:11]O)=[CH:8][CH:9]=2)[CH:4]=[CH:3][CH:2]=1.O=S(Cl)[Cl:15]. (8) Product: [CH2:1]([N:3]1[C:7]2=[N:8][C:9]([CH2:47][CH3:48])=[C:10]([CH2:19][NH:20][C:21]([C:23]3[CH:28]=[CH:27][CH:26]=[C:25]([C:29]([NH:31][CH2:32][C:33]4[CH:34]=[C:35]([C:39]5[CH:44]=[CH:43][CH:42]=[C:41]([CH2:45][N:54]6[CH2:53][C@H:52]([CH3:56])[NH:51][C@H:50]([CH3:49])[CH2:55]6)[CH:40]=5)[CH:36]=[CH:37][CH:38]=4)=[O:30])[N:24]=3)=[O:22])[C:11]([NH:12][CH:13]3[CH2:14][CH2:15][O:16][CH2:17][CH2:18]3)=[C:6]2[CH:5]=[N:4]1)[CH3:2]. Reactant: [CH2:1]([N:3]1[C:7]2=[N:8][C:9]([CH2:47][CH3:48])=[C:10]([CH2:19][NH:20][C:21]([C:23]3[CH:28]=[CH:27][CH:26]=[C:25]([C:29]([NH:31][CH2:32][C:33]4[CH:34]=[C:35]([C:39]5[CH:44]=[CH:43][CH:42]=[C:41]([CH:45]=O)[CH:40]=5)[CH:36]=[CH:37][CH:38]=4)=[O:30])[N:24]=3)=[O:22])[C:11]([NH:12][CH:13]3[CH2:18][CH2:17][O:16][CH2:15][CH2:14]3)=[C:6]2[CH:5]=[N:4]1)[CH3:2].[CH3:49][C@@H:50]1[CH2:55][NH:54][CH2:53][C@H:52]([CH3:56])[NH:51]1.C(O)(=O)C.C(O[BH-](OC(=O)C)OC(=O)C)(=O)C. The catalyst class is: 16. (9) Product: [Br:16][C:13]1[S:12][CH:11]=[C:10]([C:7]2[CH:8]=[CH:9][C:4]([N+:1]([O-:3])=[O:2])=[CH:5][CH:6]=2)[N:14]=1. Reactant: [N+:1]([C:4]1[CH:9]=[CH:8][C:7]([C:10](=O)[CH2:11][S:12][C:13]#[N:14])=[CH:6][CH:5]=1)([O-:3])=[O:2].[BrH:16].[OH-].[Na+].O. The catalyst class is: 15. (10) Reactant: [O:1]=[C:2]1[C:11](=[O:12])[NH:10][C:9]2[C:4](=[CH:5][CH:6]=[C:7]([C:13]([OH:15])=O)[CH:8]=2)[NH:3]1.C(Cl)(=O)C([Cl:19])=O.CN(C=O)C. Product: [O:1]=[C:2]1[C:11](=[O:12])[NH:10][C:9]2[C:4](=[CH:5][CH:6]=[C:7]([C:13]([Cl:19])=[O:15])[CH:8]=2)[NH:3]1. The catalyst class is: 2.